Dataset: Catalyst prediction with 721,799 reactions and 888 catalyst types from USPTO. Task: Predict which catalyst facilitates the given reaction. Product: [C:18]([O:22][C:23](=[O:33])[NH:24][C:25]1[CH:30]=[CH:29][CH:28]=[C:27]([N:31]([S:14]([C:10]2[CH:9]=[C:8]([C:5]3[CH:6]=[CH:7][C:2]([F:1])=[CH:3][CH:4]=3)[CH:13]=[CH:12][CH:11]=2)(=[O:16])=[O:15])[CH3:32])[CH:26]=1)([CH3:21])([CH3:20])[CH3:19]. The catalyst class is: 17. Reactant: [F:1][C:2]1[CH:7]=[CH:6][C:5]([C:8]2[CH:13]=[CH:12][CH:11]=[C:10]([S:14](Cl)(=[O:16])=[O:15])[CH:9]=2)=[CH:4][CH:3]=1.[C:18]([O:22][C:23](=[O:33])[NH:24][C:25]1[CH:30]=[CH:29][CH:28]=[C:27]([NH:31][CH3:32])[CH:26]=1)([CH3:21])([CH3:20])[CH3:19].